Dataset: Forward reaction prediction with 1.9M reactions from USPTO patents (1976-2016). Task: Predict the product of the given reaction. (1) Given the reactants [I-].[Na+].C[Si](Cl)(C)C.[C:8]12([CH2:18][NH:19][C:20](=[O:30])[C:21]3[C:26]([Br:27])=[CH:25][N:24]=[C:23]([O:28]C)[CH:22]=3)[CH2:17][CH:12]3[CH2:13][CH:14]([CH2:16][CH:10]([CH2:11]3)[CH2:9]1)[CH2:15]2, predict the reaction product. The product is: [C:8]12([CH2:18][NH:19][C:20](=[O:30])[C:21]3[C:26]([Br:27])=[CH:25][N:24]=[C:23]([OH:28])[CH:22]=3)[CH2:9][CH:10]3[CH2:11][CH:12]([CH2:13][CH:14]([CH2:16]3)[CH2:15]1)[CH2:17]2. (2) Given the reactants C[O:2][C:3]([C:5]1[N:6]=[C:7]([C:22]2[CH:27]=[CH:26][C:25]([C:28]([F:31])([F:30])[F:29])=[CH:24][CH:23]=2)[S:8][C:9]=1[C:10]1[CH:15]=[CH:14][C:13]([C:16]2[CH:21]=[CH:20][CH:19]=[CH:18][CH:17]=2)=[CH:12][CH:11]=1)=[O:4], predict the reaction product. The product is: [C:13]1([C:16]2[CH:17]=[CH:18][CH:19]=[CH:20][CH:21]=2)[CH:12]=[CH:11][C:10]([C:9]2[S:8][C:7]([C:22]3[CH:23]=[CH:24][C:25]([C:28]([F:29])([F:30])[F:31])=[CH:26][CH:27]=3)=[N:6][C:5]=2[C:3]([OH:4])=[O:2])=[CH:15][CH:14]=1. (3) Given the reactants Cl.[C:2]1([C@@H:8]2[CH2:10][C@H:9]2[NH2:11])[CH:7]=[CH:6][CH:5]=[CH:4][CH:3]=1.C([O:16][C:17]([C:19]1[CH:24]=[CH:23][CH:22]=[CH:21][C:20]=1[C:25]1[CH:30]=[CH:29][C:28]([CH2:31][N:32]2[C:40]3[C:35](=[CH:36][C:37]([C:41](O)=[O:42])=[CH:38][CH:39]=3)[C:34]([CH3:44])=[C:33]2[CH3:45])=[CH:27][CH:26]=1)=[O:18])(C)(C)C, predict the reaction product. The product is: [CH3:45][C:33]1[N:32]([CH2:31][C:28]2[CH:29]=[CH:30][C:25]([C:20]3[C:19]([C:17]([OH:18])=[O:16])=[CH:24][CH:23]=[CH:22][CH:21]=3)=[CH:26][CH:27]=2)[C:40]2[C:35]([C:34]=1[CH3:44])=[CH:36][C:37]([C:41](=[O:42])[NH:11][C@@H:9]1[CH2:10][C@H:8]1[C:2]1[CH:7]=[CH:6][CH:5]=[CH:4][CH:3]=1)=[CH:38][CH:39]=2. (4) Given the reactants [CH2:1]([NH2:4])[CH2:2][CH3:3].C[O:6][C:7](=O)/[CH:8]=[C:9](/[O:12][CH3:13])\[CH2:10]Cl, predict the reaction product. The product is: [CH3:13][O:12][C:9]1[CH2:10][N:4]([CH2:1][CH2:2][CH3:3])[C:7](=[O:6])[CH:8]=1. (5) Given the reactants [CH3:1][O:2][C:3]1[CH:17]=[CH:16][C:15]([CH:18]2[CH2:22][C:21](=[O:23])[NH:20][CH2:19]2)=[CH:14][C:4]=1[O:5][C:6]1[CH:13]=[CH:12][CH:11]=[CH:10][C:7]=1[C:8]#[N:9].[CH3:24][O:25][C:26]1[CH:51]=[CH:50][C:29]([CH2:30][N:31]([CH2:41][C:42]2[CH:47]=[CH:46][C:45]([O:48][CH3:49])=[CH:44][CH:43]=2)[C:32]([C:34]2[CH:39]=[CH:38][N:37]=[C:36](Cl)[CH:35]=2)=[O:33])=[CH:28][CH:27]=1, predict the reaction product. The product is: [C:8]([C:7]1[CH:10]=[CH:11][CH:12]=[CH:13][C:6]=1[O:5][C:4]1[CH:14]=[C:15]([CH:18]2[CH2:19][N:20]([C:36]3[CH:35]=[C:34]([CH:39]=[CH:38][N:37]=3)[C:32]([N:31]([CH2:41][C:42]3[CH:47]=[CH:46][C:45]([O:48][CH3:49])=[CH:44][CH:43]=3)[CH2:30][C:29]3[CH:28]=[CH:27][C:26]([O:25][CH3:24])=[CH:51][CH:50]=3)=[O:33])[C:21](=[O:23])[CH2:22]2)[CH:16]=[CH:17][C:3]=1[O:2][CH3:1])#[N:9]. (6) The product is: [CH:1]([C:4]1[CH:12]=[C:11]2[C:7]([C:8]([CH3:14])=[CH:9][N:10]2[CH3:13])=[CH:6][C:5]=1[O:15][C:16]1[C:17]([NH2:18])=[N:29][C:28]([NH2:30])=[N:27][CH:19]=1)([CH3:2])[CH3:3]. Given the reactants [CH:1]([C:4]1[CH:12]=[C:11]2[C:7]([C:8]([CH3:14])=[CH:9][N:10]2[CH3:13])=[CH:6][C:5]=1[O:15][C:16](=[CH:19]COC)[C:17]#[N:18])([CH3:3])[CH3:2].C(=O)(O)O.[NH2:27][C:28]([NH2:30])=[NH:29].C[O-].[Na+].Cl, predict the reaction product. (7) The product is: [F:1][C:2]1[C:7]([F:8])=[CH:6][CH:5]=[CH:4][C:3]=1[C:9]1[N:17]=[C:12]2[CH:13]=[N:14][N:15]([CH2:19][C:20]3[O:24][N:23]=[C:22]([C:25]4[CH:26]=[CH:27][C:28]([CH2:29][N:30]5[CH2:31][CH2:32][N:33]([CH3:36])[CH2:34][CH2:35]5)=[CH:37][CH:38]=4)[CH:21]=3)[CH:16]=[C:11]2[N:10]=1. Given the reactants [F:1][C:2]1[C:7]([F:8])=[CH:6][CH:5]=[CH:4][C:3]=1[C:9]1[N:17]=[C:12]2[CH:13]=[N:14][NH:15][CH:16]=[C:11]2[N:10]=1.Cl[CH2:19][C:20]1[O:24][N:23]=[C:22]([C:25]2[CH:38]=[CH:37][C:28]([CH2:29][N:30]3[CH2:35][CH2:34][N:33]([CH3:36])[CH2:32][CH2:31]3)=[CH:27][CH:26]=2)[CH:21]=1, predict the reaction product. (8) Given the reactants [C:1]([C:3]1[CH:8]=[CH:7][CH:6]=[C:5]([CH2:9][O:10][CH2:11][CH2:12][C:13]([O:15][C:16]([CH3:19])([CH3:18])[CH3:17])=[O:14])[N:4]=1)#[N:2].[C:20](OC)(=[O:28])[C:21]1[C:22](=[CH:24][CH:25]=[CH:26][CH:27]=1)[SH:23].C(N(CC)CC)C, predict the reaction product. The product is: [O:28]=[C:20]1[C:21]2[CH:27]=[CH:26][CH:25]=[CH:24][C:22]=2[S:23][C:1]([C:3]2[N:4]=[C:5]([CH2:9][O:10][CH2:11][CH2:12][C:13]([O:15][C:16]([CH3:19])([CH3:18])[CH3:17])=[O:14])[CH:6]=[CH:7][CH:8]=2)=[N:2]1. (9) Given the reactants [Br:1][C:2]1[CH:7]=[CH:6][C:5]([C@@H:8]([OH:13])[C:9]([F:12])([F:11])[F:10])=[CH:4][CH:3]=1.[H-].[Na+].C[O:17][C:18]1[CH:25]=[CH:24][C:21]([CH2:22]Br)=[CH:20][CH:19]=1, predict the reaction product. The product is: [Br:1][C:2]1[CH:7]=[CH:6][C:5]([C@@H:8]([O:13][CH2:22][C:21]2[CH:24]=[CH:25][C:18]([OH:17])=[CH:19][CH:20]=2)[C:9]([F:11])([F:12])[F:10])=[CH:4][CH:3]=1.